This data is from M1 muscarinic receptor antagonist screen with 61,756 compounds. The task is: Binary Classification. Given a drug SMILES string, predict its activity (active/inactive) in a high-throughput screening assay against a specified biological target. (1) The molecule is S(=O)(=O)(N(CC(=O)NC(C)(C)C)c1ccc(OCC)cc1)c1c(onc1C)C. The result is 0 (inactive). (2) The drug is Clc1cc(N2CCN(S(=O)(=O)N(C)C)CC2)ccc1. The result is 0 (inactive). (3) The compound is Clc1c2c(oc(=O)c1)cc(NCC)cc2. The result is 0 (inactive). (4) The compound is Brc1ccc(OCC(=O)N(C2CS(=O)(=O)CC2)Cc2ccc(N(C)C)cc2)cc1. The result is 0 (inactive). (5) The compound is o1c(c2nc(N3CCCCC3)nc(n2)N)ccc1. The result is 0 (inactive). (6) The molecule is O(Cn1nnc2c(c1=O)cccc2)C(=O)c1cc(OC)ccc1. The result is 0 (inactive). (7) The molecule is P(=O)(C(OCC)OCC)(c1ccccc1)c1ccccc1. The result is 0 (inactive).